From a dataset of Peptide-MHC class I binding affinity with 185,985 pairs from IEDB/IMGT. Regression. Given a peptide amino acid sequence and an MHC pseudo amino acid sequence, predict their binding affinity value. This is MHC class I binding data. (1) The peptide sequence is KLGKAGYVV. The MHC is HLA-A02:16 with pseudo-sequence HLA-A02:16. The binding affinity (normalized) is 0.936. (2) The peptide sequence is KLHRYIDSM. The MHC is HLA-B57:01 with pseudo-sequence HLA-B57:01. The binding affinity (normalized) is 0.0847. (3) The peptide sequence is QQLCTMERT. The MHC is HLA-A68:02 with pseudo-sequence HLA-A68:02. The binding affinity (normalized) is 0. (4) The peptide sequence is PELGAFFAI. The MHC is HLA-A29:02 with pseudo-sequence HLA-A29:02. The binding affinity (normalized) is 0.0847. (5) The peptide sequence is DIISSKQYPA. The MHC is HLA-A02:01 with pseudo-sequence HLA-A02:01. The binding affinity (normalized) is 0.263. (6) The peptide sequence is VPVSLVNSI. The MHC is HLA-B54:01 with pseudo-sequence HLA-B54:01. The binding affinity (normalized) is 0.302. (7) The peptide sequence is DIAEHGAYY. The MHC is HLA-B08:02 with pseudo-sequence HLA-B08:02. The binding affinity (normalized) is 0.0847. (8) The peptide sequence is FRHSVVVPY. The MHC is HLA-B15:09 with pseudo-sequence HLA-B15:09. The binding affinity (normalized) is 0.0847.